This data is from Forward reaction prediction with 1.9M reactions from USPTO patents (1976-2016). The task is: Predict the product of the given reaction. (1) Given the reactants [NH2:1][C:2]1[N:10]=[CH:9][N:8]=[C:7]2[C:3]=1[N:4]=[CH:5][N:6]2[C@H:11]1[C@@H:15]2[O:16]C(C)(C)[O:18][C@@H:14]2[C@@H:13]([CH2:21][N:22]([CH3:39])[CH2:23][CH2:24][CH2:25][NH:26][C:27]([NH:29][C:30]2[CH:35]=[CH:34][C:33]([CH:36]([CH3:38])[CH3:37])=[CH:32][CH:31]=2)=[O:28])[O:12]1.C([O-])([O-])=O.[K+].[K+].O.C(Cl)Cl, predict the reaction product. The product is: [NH2:1][C:2]1[N:10]=[CH:9][N:8]=[C:7]2[C:3]=1[N:4]=[CH:5][N:6]2[C@@H:11]1[O:12][C@H:13]([CH2:21][N:22]([CH3:39])[CH2:23][CH2:24][CH2:25][NH:26][C:27]([NH:29][C:30]2[CH:31]=[CH:32][C:33]([CH:36]([CH3:38])[CH3:37])=[CH:34][CH:35]=2)=[O:28])[C@@H:14]([OH:18])[C@H:15]1[OH:16]. (2) Given the reactants CC1(C)C(C)(C)OB([C:9]2[CH2:14][CH2:13][CH:12]([N:15]3[CH2:20][CH2:19][O:18][CH2:17][CH2:16]3)[CH2:11][CH:10]=2)O1.I[C:23]1[C:24]([CH:34]=[O:35])=[N:25][N:26]([CH:28]2[CH2:33][CH2:32][CH2:31][CH2:30][O:29]2)[CH:27]=1.[O-]P([O-])([O-])=O.[K+].[K+].[K+], predict the reaction product. The product is: [O:18]1[CH2:17][CH2:16][N:15]([CH:12]2[CH2:13][CH2:14][C:9]([C:23]3[C:24]([CH:34]=[O:35])=[N:25][N:26]([CH:28]4[CH2:33][CH2:32][CH2:31][CH2:30][O:29]4)[CH:27]=3)=[CH:10][CH2:11]2)[CH2:20][CH2:19]1.